This data is from Full USPTO retrosynthesis dataset with 1.9M reactions from patents (1976-2016). The task is: Predict the reactants needed to synthesize the given product. (1) Given the product [C:11]([O:15][C:16]([N:18]1[C@H:27]([CH:28]=[O:29])[CH2:26][C:25]2[C:20](=[CH:21][CH:22]=[CH:23][CH:24]=2)[CH2:19]1)=[O:17])([CH3:14])([CH3:13])[CH3:12], predict the reactants needed to synthesize it. The reactants are: C(Cl)(=O)C(Cl)=O.CS(C)=O.[C:11]([O:15][C:16]([N:18]1[C@H:27]([CH2:28][OH:29])[CH2:26][C:25]2[C:20](=[CH:21][CH:22]=[CH:23][CH:24]=2)[CH2:19]1)=[O:17])([CH3:14])([CH3:13])[CH3:12].C(N(CC)CC)C. (2) Given the product [C:27]([O:26][C:24]([N:18]1[CH2:19][C:20]([F:22])([F:23])[CH2:21][C@H:17]1[C:15]1[NH:16][C:12]([C:7]2[CH:6]=[CH:5][C:4]3[C:9](=[CH:10][CH:11]=[C:2]([C:58]4[CH:57]=[CH:56][C:55]([C:52]5[NH:51][C:50]([C@@H:34]6[CH2:35][N:36]7[C:44]8[CH:43]([C@@H:42]([NH:45][C:46]([O:47][CH3:48])=[O:49])[CH2:41][CH2:40][C:39]=8[CH:38]=[CH:37]7)[C:32](=[O:31])[CH2:33]6)=[N:54][CH:53]=5)=[CH:60][CH:59]=4)[CH:3]=3)[CH:8]=2)=[CH:13][N:14]=1)=[O:25])([CH3:29])([CH3:30])[CH3:28], predict the reactants needed to synthesize it. The reactants are: Br[C:2]1[CH:3]=[C:4]2[C:9](=[CH:10][CH:11]=1)[CH:8]=[C:7]([C:12]1[NH:16][C:15]([C@@H:17]3[CH2:21][C:20]([F:23])([F:22])[CH2:19][N:18]3[C:24]([O:26][C:27]([CH3:30])([CH3:29])[CH3:28])=[O:25])=[N:14][CH:13]=1)[CH:6]=[CH:5]2.[O:31]=[C:32]1[CH:43]2[C:44]3[N:36]([CH:37]=[CH:38][C:39]=3[CH2:40][CH2:41][C@@H:42]2[NH:45][C:46](=[O:49])[O:47][CH3:48])[CH2:35][C@@H:34]([C:50]2[NH:51][C:52]([C:55]3[CH:60]=[CH:59][C:58](B4OC(C)(C)C(C)(C)O4)=[CH:57][CH:56]=3)=[CH:53][N:54]=2)[CH2:33]1.[O-]P([O-])([O-])=O.[K+].[K+].[K+].CC(OC1C=CC=C(OC(C)C)C=1C1C(P(C2CCCCC2)C2CCCCC2)=CC=CC=1)C. (3) Given the product [CH3:1][O:2][C:3]1[C:8]([NH2:9])=[CH:7][C:6]([CH3:12])=[CH:5][N:4]=1, predict the reactants needed to synthesize it. The reactants are: [CH3:1][O:2][C:3]1[C:8]([N+:9]([O-])=O)=[CH:7][C:6]([CH3:12])=[CH:5][N:4]=1. (4) Given the product [N:20]1[CH:25]=[CH:24][CH:23]=[CH:22][C:21]=1[CH2:26][CH2:27][NH:28][C:29]1[N:30]=[CH:31][C:32]([NH:35][C:15]([C:10]2[C:9]([C:6]3[CH:7]=[CH:8][C:3]([C:2]([F:19])([F:18])[F:1])=[CH:4][CH:5]=3)=[CH:14][CH:13]=[CH:12][CH:11]=2)=[O:16])=[CH:33][CH:34]=1, predict the reactants needed to synthesize it. The reactants are: [F:1][C:2]([F:19])([F:18])[C:3]1[CH:8]=[CH:7][C:6]([C:9]2[C:10]([C:15](Cl)=[O:16])=[CH:11][CH:12]=[CH:13][CH:14]=2)=[CH:5][CH:4]=1.[N:20]1[CH:25]=[CH:24][CH:23]=[CH:22][C:21]=1[CH2:26][CH2:27][NH:28][C:29]1[CH:34]=[CH:33][C:32]([NH2:35])=[CH:31][N:30]=1.C(N(CC)CC)C.CN1CCC(=C2C3C(=CC=CC=3)C=CC3C2=CC=CC=3)CC1. (5) Given the product [C:25]([C:28]1[CH:33]=[C:32]([C:5]2[C:4]([C:3]([OH:2])=[O:24])=[CH:9][C:8]([C:10]3[S:11][CH:12]=[C:13]([C:15]4[CH:20]=[CH:19][C:18]([Cl:21])=[C:17]([Cl:22])[CH:16]=4)[N:14]=3)=[CH:7][CH:6]=2)[CH:31]=[CH:30][CH:29]=1)(=[O:27])[CH3:26], predict the reactants needed to synthesize it. The reactants are: C[O:2][C:3](=[O:24])[C:4]1[CH:9]=[C:8]([C:10]2[S:11][CH:12]=[C:13]([C:15]3[CH:20]=[CH:19][C:18]([Cl:21])=[C:17]([Cl:22])[CH:16]=3)[N:14]=2)[CH:7]=[CH:6][C:5]=1Br.[C:25]([C:28]1[CH:29]=[C:30](B(O)O)[CH:31]=[CH:32][CH:33]=1)(=[O:27])[CH3:26]. (6) Given the product [ClH:47].[F:46][C:42]1[CH:41]=[C:40]([CH:23]2[CH:22]([CH2:21][NH:8][C@@H:9]([C:11]3[C:20]4[C:15](=[CH:16][CH:17]=[CH:18][CH:19]=4)[CH:14]=[CH:13][CH:12]=3)[CH3:10])[CH2:27][CH2:26][N:25]([C:28]3[O:29][C:30]4[CH:36]=[CH:35][C:34]([C:37]([OH:39])=[O:38])=[CH:33][C:31]=4[N:32]=3)[CH2:24]2)[CH:45]=[CH:44][CH:43]=1, predict the reactants needed to synthesize it. The reactants are: C(OC([N:8]([CH2:21][CH:22]1[CH2:27][CH2:26][N:25]([C:28]2[O:29][C:30]3[CH:36]=[CH:35][C:34]([C:37]([OH:39])=[O:38])=[CH:33][C:31]=3[N:32]=2)[CH2:24][CH:23]1[C:40]1[CH:45]=[CH:44][CH:43]=[C:42]([F:46])[CH:41]=1)[C@@H:9]([C:11]1[C:20]2[C:15](=[CH:16][CH:17]=[CH:18][CH:19]=2)[CH:14]=[CH:13][CH:12]=1)[CH3:10])=O)(C)(C)C.[ClH:47].C(OCC)(=O)C.C(OC(C)C)(C)C. (7) The reactants are: Br[C:2]1[CH:3]=[C:4]([Cl:13])[C:5]([C:8]2([C:11]#[N:12])[CH2:10][CH2:9]2)=[N:6][CH:7]=1.[CH:14]([Sn](CCCC)(CCCC)CCCC)=[CH2:15]. Given the product [Cl:13][C:4]1[C:5]([C:8]2([C:11]#[N:12])[CH2:10][CH2:9]2)=[N:6][CH:7]=[C:2]([CH:14]=[CH2:15])[CH:3]=1, predict the reactants needed to synthesize it.